This data is from Forward reaction prediction with 1.9M reactions from USPTO patents (1976-2016). The task is: Predict the product of the given reaction. (1) Given the reactants [O:1]1[CH:5]=[C:4]([C:6]([OH:8])=O)[N:3]=[CH:2]1.[NH2:9][C@@H:10]([CH3:27])[CH2:11][N:12]1[CH:16]=[CH:15][C:14]([C:17]2[CH:24]=[CH:23][C:20]([C:21]#[N:22])=[C:19]([Cl:25])[C:18]=2[CH3:26])=[N:13]1, predict the reaction product. The product is: [Cl:25][C:19]1[C:18]([CH3:26])=[C:17]([C:14]2[CH:15]=[CH:16][N:12]([CH2:11][C@@H:10]([NH:9][C:6]([C:4]3[N:3]=[CH:2][O:1][CH:5]=3)=[O:8])[CH3:27])[N:13]=2)[CH:24]=[CH:23][C:20]=1[C:21]#[N:22]. (2) Given the reactants C([N-]C(C)C)(C)C.[Li+].[N:9]1[CH:14]=[CH:13][C:12]([CH3:15])=[CH:11][CH:10]=1.CON(C)[C:19]([C:21]1[C:30]2[C:25](=[CH:26][CH:27]=[CH:28][CH:29]=2)[CH:24]=[CH:23][CH:22]=1)=[O:20].C(=O)(O)[O-].[Na+], predict the reaction product. The product is: [C:21]1([C:19](=[O:20])[CH2:15][C:12]2[CH:13]=[CH:14][N:9]=[CH:10][CH:11]=2)[C:30]2[C:25](=[CH:26][CH:27]=[CH:28][CH:29]=2)[CH:24]=[CH:23][CH:22]=1. (3) Given the reactants [CH3:1][O-:2].[Na+].Br[C:5]1[CH:10]=[CH:9][C:8]([Br:11])=[CH:7][N:6]=1.Cl, predict the reaction product. The product is: [CH3:1][O:2][C:5]1[CH:10]=[CH:9][C:8]([Br:11])=[CH:7][N:6]=1. (4) The product is: [C:27]([C:24]1[S:23][C:22]([C:20]([NH:19][C@@H:15]([CH2:14][C:11]2[CH:12]=[CH:13][C:8]([C:5]3[N:4]=[CH:3][C:2]([C:43]4[CH:42]=[CH:41][C:40]([C:37]5[CH:38]=[CH:39][C:34]([O:33][C:32]([F:31])([F:49])[F:50])=[CH:35][CH:36]=5)=[CH:45][CH:44]=4)=[CH:7][N:6]=3)=[CH:9][CH:10]=2)[C:16]([OH:18])=[O:17])=[O:21])=[CH:26][CH:25]=1)([CH3:30])([CH3:29])[CH3:28]. Given the reactants Br[C:2]1[CH:3]=[N:4][C:5]([C:8]2[CH:13]=[CH:12][C:11]([CH2:14][C@H:15]([NH:19][C:20]([C:22]3[S:23][C:24]([C:27]([CH3:30])([CH3:29])[CH3:28])=[CH:25][CH:26]=3)=[O:21])[C:16]([OH:18])=[O:17])=[CH:10][CH:9]=2)=[N:6][CH:7]=1.[F:31][C:32]([F:50])([F:49])[O:33][C:34]1[CH:39]=[CH:38][C:37]([C:40]2[CH:45]=[CH:44][C:43](B(O)O)=[CH:42][CH:41]=2)=[CH:36][CH:35]=1.C([O-])(O)=O.[Na+], predict the reaction product. (5) The product is: [CH3:1][C:2]1[O:6][C:5]([NH:7][C:20]([N:22]2[CH2:23][CH:24]([O:26][C:27]3[CH:32]=[CH:31][C:30]([C:33]4[CH:38]=[CH:37][CH:36]=[CH:35][C:34]=4[F:39])=[CH:29][N:28]=3)[CH2:25]2)=[O:19])=[N:4][N:3]=1. Given the reactants [CH3:1][C:2]1[O:6][C:5]([NH2:7])=[N:4][N:3]=1.[H-].[Na+].[N+](C1C=CC([O:19][C:20]([N:22]2[CH2:25][CH:24]([O:26][C:27]3[CH:32]=[CH:31][C:30]([C:33]4[CH:38]=[CH:37][CH:36]=[CH:35][C:34]=4[F:39])=[CH:29][N:28]=3)[CH2:23]2)=O)=CC=1)([O-])=O, predict the reaction product.